Dataset: Catalyst prediction with 721,799 reactions and 888 catalyst types from USPTO. Task: Predict which catalyst facilitates the given reaction. (1) Reactant: [Cl:1][C:2]1[CH:7]=[C:6]([N+:8]([O-:10])=[O:9])[CH:5]=[CH:4][C:3]=1[N:11]1[CH2:16][CH2:15][N:14]([C:17]([C:19]2[C:20]([C:25]3[CH:26]=[C:27]([NH:33]C(=O)OC(C)(C)C)[CH:28]=[CH:29][C:30]=3[O:31][CH3:32])=[N:21][O:22][C:23]=2[CH3:24])=[O:18])[CH2:13][CH2:12]1.C(O)(C(F)(F)F)=O. Product: [NH2:33][C:27]1[CH:28]=[CH:29][C:30]([O:31][CH3:32])=[C:25]([C:20]2[C:19]([C:17]([N:14]3[CH2:13][CH2:12][N:11]([C:3]4[CH:4]=[CH:5][C:6]([N+:8]([O-:10])=[O:9])=[CH:7][C:2]=4[Cl:1])[CH2:16][CH2:15]3)=[O:18])=[C:23]([CH3:24])[O:22][N:21]=2)[CH:26]=1. The catalyst class is: 2. (2) Reactant: [CH2:1]([O:7][C:8]1[CH:9]=[C:10]([CH:18]=[CH:19][CH:20]=1)[O:11][CH2:12][CH2:13][CH2:14][CH2:15][CH:16]=O)[CH2:2][CH2:3][CH2:4][CH2:5][CH3:6].C1COCC1.[CH3:26][NH2:27].[BH-](OC(C)=O)(OC(C)=O)OC(C)=O.[Na+]. Product: [CH2:1]([O:7][C:8]1[CH:9]=[C:10]([CH:18]=[CH:19][CH:20]=1)[O:11][CH2:12][CH2:13][CH2:14][CH2:15][CH2:16][NH:27][CH3:26])[CH2:2][CH2:3][CH2:4][CH2:5][CH3:6]. The catalyst class is: 6. (3) Reactant: [N+:1]([C:4]1[CH:9]=[CH:8][C:7]([CH2:10][N:11]2[N:15]=[CH:14][CH:13]=[N:12]2)=[CH:6][CH:5]=1)([O-])=O. Product: [N:12]1[N:11]([CH2:10][C:7]2[CH:8]=[CH:9][C:4]([NH2:1])=[CH:5][CH:6]=2)[N:15]=[CH:14][CH:13]=1. The catalyst class is: 63. (4) Reactant: O=[C:2]([CH2:9][N:10]1[CH2:15][CH2:14][CH2:13][CH2:12][C:11]1=[O:16])[CH2:3][C:4]([O:6][CH2:7][CH3:8])=[O:5].C[O:18][CH:19](OC)[N:20](C)C.CCN(C(C)C)C(C)C.[C:34](#N)[CH2:35][C:36]#[N:37].C(O)(=O)C. Product: [C:36]([CH:35]1[C:19](=[O:18])[N:20]=[C:2]([CH2:9][N:10]2[CH2:15][CH2:14][CH2:13][CH2:12][C:11]2=[O:16])[C:3]([C:4]([O:6][CH2:7][CH3:8])=[O:5])=[CH:34]1)#[N:37]. The catalyst class is: 88. (5) Reactant: Br[C:2]1[CH:9]=[CH:8][C:5]([C:6]#[N:7])=[CH:4][C:3]=1[CH2:10][CH3:11].[C:12]1(B(O)O)[CH:17]=[CH:16][CH:15]=[CH:14][CH:13]=1.C([O-])([O-])=O.[K+].[K+].[NH4+].[Cl-]. Product: [CH2:10]([C:3]1[CH:4]=[C:5]([C:6]#[N:7])[CH:8]=[CH:9][C:2]=1[C:12]1[CH:17]=[CH:16][CH:15]=[CH:14][CH:13]=1)[CH3:11]. The catalyst class is: 128. (6) Reactant: [Cl:1][C:2]1[N:7]=[C:6](Cl)[C:5]([Cl:9])=[CH:4][N:3]=1.C(=O)([O-])[O-].[K+].[K+].[O:16]1[CH2:21][CH2:20][N:19]([C:22]2[CH:28]=[CH:27][C:25]([NH2:26])=[CH:24][CH:23]=2)[CH2:18][CH2:17]1.O. Product: [Cl:1][C:2]1[N:7]=[C:6]([NH:26][C:25]2[CH:24]=[CH:23][C:22]([N:19]3[CH2:20][CH2:21][O:16][CH2:17][CH2:18]3)=[CH:28][CH:27]=2)[C:5]([Cl:9])=[CH:4][N:3]=1. The catalyst class is: 217. (7) Reactant: [Cl:1][C:2]1[CH:3]=[CH:4][C:5]([C:8]([C:17]2[CH:22]=[C:21]([C:23]([F:26])([F:25])[F:24])[CH:20]=[C:19]([F:27])[CH:18]=2)([NH2:16])[CH2:9][C:10]2[CH:15]=[CH:14][CH:13]=[CH:12][CH:11]=2)=[N:6][CH:7]=1.C([O-])(O)=O.[Na+].[C:33](Cl)(Cl)=[S:34]. Product: [Cl:1][C:2]1[CH:3]=[CH:4][C:5]([C:8]([C:17]2[CH:22]=[C:21]([C:23]([F:26])([F:24])[F:25])[CH:20]=[C:19]([F:27])[CH:18]=2)([N:16]=[C:33]=[S:34])[CH2:9][C:10]2[CH:11]=[CH:12][CH:13]=[CH:14][CH:15]=2)=[N:6][CH:7]=1. The catalyst class is: 146.